Dataset: Full USPTO retrosynthesis dataset with 1.9M reactions from patents (1976-2016). Task: Predict the reactants needed to synthesize the given product. (1) The reactants are: [NH2:1][C:2]1[C:3]([Cl:10])=[N:4][C:5]([CH3:9])=[CH:6][C:7]=1[Cl:8].CN(C)C1C=CC=CC=1.[Br:20][CH2:21][C:22](Br)=[O:23].O. Given the product [Cl:10][C:3]1[C:2]([NH:1][C:22](=[O:23])[CH2:21][Br:20])=[C:7]([Cl:8])[CH:6]=[C:5]([CH3:9])[N:4]=1, predict the reactants needed to synthesize it. (2) Given the product [F:1][C:2]1[CH:7]=[CH:6][CH:5]=[CH:4][C:3]=1[N:8]1[C:16]2[C:11](=[C:12]([N:17]3[CH2:21][CH2:20][N:19]([CH2:26][C:27]4[O:28][C:29]([CH3:32])=[CH:30][N:31]=4)[C:18]3=[O:22])[CH:13]=[CH:14][CH:15]=2)[CH:10]=[N:9]1, predict the reactants needed to synthesize it. The reactants are: [F:1][C:2]1[CH:7]=[CH:6][CH:5]=[CH:4][C:3]=1[N:8]1[C:16]2[C:11](=[C:12]([N:17]3[CH2:21][CH2:20][NH:19][C:18]3=[O:22])[CH:13]=[CH:14][CH:15]=2)[CH:10]=[N:9]1.[H-].[Na+].Cl[CH2:26][C:27]1[O:28][C:29]([CH3:32])=[CH:30][N:31]=1. (3) Given the product [F:61][C:8]1[CH:7]=[CH:6][C:5]2[O:1][C:2]([NH:10][C@H:11]3[CH2:15][CH2:14][CH2:13][C@@H:12]3[NH:16][C:17](=[O:29])[C:18]3[CH:23]=[CH:22][CH:21]=[CH:20][C:19]=3[N:24]3[N:28]=[CH:27][CH:26]=[N:25]3)=[N:3][C:4]=2[CH:9]=1, predict the reactants needed to synthesize it. The reactants are: [O:1]1[C:5]2[CH:6]=[CH:7][CH:8]=[CH:9][C:4]=2[N:3]=[C:2]1[NH:10][C@H:11]1[CH2:15][CH2:14][CH2:13][C@@H:12]1[NH:16][C:17](=[O:29])[C:18]1[CH:23]=[CH:22][CH:21]=[CH:20][C:19]=1[N:24]1[N:28]=[CH:27][CH:26]=[N:25]1.Cl.N[C@H]1CCC[C@@H]1NC(=O)C1C=CC=CC=1N1N=CC=N1.ClC1OC2C=CC([F:61])=CC=2N=1.